From a dataset of TCR-epitope binding with 47,182 pairs between 192 epitopes and 23,139 TCRs. Binary Classification. Given a T-cell receptor sequence (or CDR3 region) and an epitope sequence, predict whether binding occurs between them. (1) The epitope is TPGPGVRYPL. The TCR CDR3 sequence is CASSLNPRLTRTDTQYF. Result: 0 (the TCR does not bind to the epitope). (2) The epitope is GLCTLVAML. The TCR CDR3 sequence is CASSAPPGTQYF. Result: 1 (the TCR binds to the epitope). (3) The epitope is LPRRSGAAGA. The TCR CDR3 sequence is CSVGPQNTGELFF. Result: 0 (the TCR does not bind to the epitope). (4) The epitope is TLVPQEHYV. The TCR CDR3 sequence is CASSHRDSRNEQFF. Result: 1 (the TCR binds to the epitope).